Dataset: Reaction yield outcomes from USPTO patents with 853,638 reactions. Task: Predict the reaction yield, written as a fraction of the theoretical maximum amount of product (1.0 means a 100% yield; for example, 0.34 means a 34% yield). (1) The reactants are [NH2:1][C:2]1[CH:23]=[CH:22][C:5]([O:6][C:7]2[CH:8]=[CH:9][C:10]3[N:11]([CH:13]=[C:14]([NH:16][C:17]([CH:19]4[CH2:21][CH2:20]4)=[O:18])[N:15]=3)[CH:12]=2)=[C:4]([F:24])[CH:3]=1.[CH3:25][C:26]1[C:31]([C:32]2[CH:37]=[CH:36][CH:35]=[CH:34][CH:33]=2)=[N+:30]([O-:38])[C:29]([C:39](O)=[O:40])=[CH:28][CH:27]=1.CN(C(ON1N=NC2C=CC=NC1=2)=[N+](C)C)C.F[P-](F)(F)(F)(F)F.C(N(CC)C(C)C)(C)C.C(=O)([O-])O.[Na+]. The catalyst is CN(C)C=O.C(OCC)(=O)C. The product is [CH:19]1([C:17]([NH:16][C:14]2[N:15]=[C:10]3[CH:9]=[CH:8][C:7]([O:6][C:5]4[CH:22]=[CH:23][C:2]([NH:1][C:39]([C:29]5[N+:30]([O-:38])=[C:31]([C:32]6[CH:33]=[CH:34][CH:35]=[CH:36][CH:37]=6)[C:26]([CH3:25])=[CH:27][CH:28]=5)=[O:40])=[CH:3][C:4]=4[F:24])=[CH:12][N:11]3[CH:13]=2)=[O:18])[CH2:21][CH2:20]1. The yield is 0.610. (2) The reactants are [NH:1]1[C:9]2[C:4](=[CH:5][CH:6]=[CH:7][CH:8]=2)[CH2:3][CH:2]1[C:10](O)=[O:11].C1COCC1. The catalyst is O. The product is [NH:1]1[C:9]2[C:4](=[CH:5][CH:6]=[CH:7][CH:8]=2)[CH2:3][CH:2]1[CH2:10][OH:11]. The yield is 0.940. (3) The reactants are Cl.[N:2]1[CH:7]=[CH:6][C:5]([CH2:8][C:9]([OH:11])=O)=[CH:4][CH:3]=1.C(N(CC)CC)C.C(N1C=CN=C1)(N1C=CN=C1)=O.[CH3:31][C:32]1(C)[O:37]C(=O)[CH2:35][C:34](=O)[O:33]1.N1C=CC=CC=1. The catalyst is C(Cl)Cl. The product is [CH2:34]([O:33][C:32](=[O:37])[CH2:31][C:9](=[O:11])[CH2:8][C:5]1[CH:4]=[CH:3][N:2]=[CH:7][CH:6]=1)[CH3:35]. The yield is 0.150. (4) The reactants are [CH:1](=O)[CH2:2][CH2:3][CH2:4][CH:5]=[O:6].Cl.[CH2:9]([NH2:16])[C:10]1[CH:15]=[CH:14][CH:13]=[CH:12][CH:11]=1.[CH2:17]([C:24](O)=O)[C:18](CC(O)=O)=O.C([O-])(=O)C.[Na+]. The catalyst is O. The product is [CH2:9]([N:16]1[CH:3]2[CH2:2][CH2:1][CH2:24][CH:17]1[CH2:18][C:5](=[O:6])[CH2:4]2)[C:10]1[CH:15]=[CH:14][CH:13]=[CH:12][CH:11]=1. The yield is 0.780.